This data is from Forward reaction prediction with 1.9M reactions from USPTO patents (1976-2016). The task is: Predict the product of the given reaction. (1) Given the reactants [F:1][C:2]1[CH:7]=[CH:6][C:5]([C:8](=[O:10])[CH3:9])=[CH:4][C:3]=1[OH:11].[CH3:12]N(C=O)C.C(=O)([O-])[O-].[Na+].[Na+].IC, predict the reaction product. The product is: [F:1][C:2]1[CH:7]=[CH:6][C:5]([C:8](=[O:10])[CH3:9])=[CH:4][C:3]=1[O:11][CH3:12]. (2) The product is: [CH3:1][C:2]1([CH3:24])[CH2:6][O:5][C:4](=[O:7])[N:3]1[CH:8]1[CH2:13][CH2:12][NH:11][CH2:10][CH2:9]1. Given the reactants [CH3:1][C:2]1([CH3:24])[CH2:6][O:5][C:4](=[O:7])[N:3]1[CH:8]1[CH2:13][CH2:12][N:11](C(OCC2C=CC=CC=2)=O)[CH2:10][CH2:9]1, predict the reaction product. (3) Given the reactants [Mg].II.Br[C:5]1[CH:10]=[CH:9][CH:8]=[C:7]([CH:11]=[C:12]([F:14])[F:13])[CH:6]=1.[CH:15](N1CCCCC1)=[O:16].Cl, predict the reaction product. The product is: [F:13][C:12]([F:14])=[CH:11][C:7]1[CH:6]=[C:5]([CH:10]=[CH:9][CH:8]=1)[CH:15]=[O:16]. (4) Given the reactants [NH2:1][C:2]1[CH:10]=[CH:9][C:8]([Cl:11])=[CH:7][C:3]=1[C:4]([NH2:6])=O.[CH:12]1([C:18](Cl)=O)[CH2:17][CH2:16][CH2:15][CH2:14][CH2:13]1.[CH3:21][N:22]1[CH2:27][CH2:26][NH:25][CH2:24][CH2:23]1, predict the reaction product. The product is: [Cl:11][C:8]1[CH:7]=[C:3]2[C:2](=[CH:10][CH:9]=1)[N:1]=[C:18]([CH:12]1[CH2:17][CH2:16][CH2:15][CH2:14][CH2:13]1)[N:6]=[C:4]2[N:25]1[CH2:26][CH2:27][N:22]([CH3:21])[CH2:23][CH2:24]1. (5) Given the reactants [ClH:1].[CH3:2][N:3]([CH2:14][C:15]1[N:19]([CH2:20][CH:21]2[CH2:25][CH2:24][NH:23][CH2:22]2)[C:18]2[CH:26]=[CH:27][CH:28]=[CH:29][C:17]=2[N:16]=1)[CH:4]1[C:13]2[N:12]=[CH:11][CH:10]=[CH:9][C:8]=2[CH2:7][CH2:6][CH2:5]1.C=O.[BH-](OC(C)=O)(OC(C)=O)O[C:34](C)=O.[Na+].[C:46]([O-])([O-])=O.[Na+].[Na+], predict the reaction product. The product is: [CH3:2][N:3]([CH2:14][C:15]1[N:19]([CH2:20][CH:21]2[CH2:25][CH2:24][N:23]([CH3:34])[CH2:22]2)[C:18]2[CH:26]=[CH:27][CH:28]=[CH:29][C:17]=2[N:16]=1)[CH:4]1[C:13]2[N:12]=[CH:11][CH:10]=[CH:9][C:8]=2[CH2:7][CH2:6][CH2:5]1.[ClH:1].[CH3:2][N:3]([CH2:14][C:15]1[N:19]([CH2:20][CH:21]2[CH2:25][CH2:24][N:23]([CH3:46])[CH2:22]2)[C:18]2[CH:26]=[CH:27][CH:28]=[CH:29][C:17]=2[N:16]=1)[CH:4]1[C:13]2[N:12]=[CH:11][CH:10]=[CH:9][C:8]=2[CH2:7][CH2:6][CH2:5]1. (6) Given the reactants [NH2:1]/[C:2](/[C:7]([CH3:10])([CH3:9])[CH3:8])=[CH:3]\[C:4](=[S:6])[NH2:5].C(=O)([O-])[O-].[K+].[K+].II.O, predict the reaction product. The product is: [C:7]([C:2]1[CH:3]=[C:4]([NH2:5])[S:6][N:1]=1)([CH3:10])([CH3:9])[CH3:8].